This data is from Forward reaction prediction with 1.9M reactions from USPTO patents (1976-2016). The task is: Predict the product of the given reaction. (1) Given the reactants Cl.Cl[C:3]1[C:12]2[C:7](=[CH:8][C:9]([O:27][CH3:28])=[C:10]([O:13][CH:14]3[CH2:19][CH2:18][N:17](C(OC(C)(C)C)=O)[CH2:16][CH2:15]3)[CH:11]=2)[N:6]=[CH:5][N:4]=1.[Cl:29][C:30]1[C:31]([F:37])=[C:32]([CH:34]=[CH:35][CH:36]=1)[NH2:33], predict the reaction product. The product is: [NH:17]1[CH2:16][CH2:15][CH:14]([O:13][C:10]2[CH:11]=[C:12]3[C:7](=[CH:8][C:9]=2[O:27][CH3:28])[N:6]=[CH:5][N:4]=[C:3]3[NH:33][C:32]2[CH:34]=[CH:35][CH:36]=[C:30]([Cl:29])[C:31]=2[F:37])[CH2:19][CH2:18]1. (2) The product is: [O:19]1[CH2:20][CH2:21][O:22][CH:18]1[CH2:17][N:10]1[C:11]2[C:6](=[N:5][CH:4]=[C:3]([O:2][CH3:1])[CH:12]=2)[CH:7]=[CH:8][C:9]1=[O:13]. Given the reactants [CH3:1][O:2][C:3]1[CH:12]=[C:11]2[C:6]([CH:7]=[CH:8][C:9](=[O:13])[NH:10]2)=[N:5][CH:4]=1.[H-].[Na+].Br[CH2:17][CH:18]1[O:22][CH2:21][CH2:20][O:19]1.O, predict the reaction product. (3) Given the reactants ClC1C=C2C(=CC=1)[N:7](S(C1C=CC=CC=1)(=O)=O)C(C(OCC)=O)=C2S(Cl)(=O)=O.[Br:29][C:30]1[CH:31]=[C:32]2[C:36](=[CH:37][CH:38]=1)[N:35](S(C1C=CC=CC=1)(=O)=O)[C:34]([C:48]([O:50]CC)=O)=[C:33]2[S:53](Cl)(=[O:55])=[O:54].Cl.CN.Cl.[CH3:61][S:62]([C:65]1[CH:72]=[CH:71][C:68]([CH2:69][NH2:70])=[CH:67][CH:66]=1)(=[O:64])=[O:63], predict the reaction product. The product is: [Br:29][C:30]1[CH:31]=[C:32]2[C:36](=[CH:37][CH:38]=1)[NH:35][C:34]([C:48]([NH2:7])=[O:50])=[C:33]2[S:53]([NH:70][CH2:69][C:68]1[CH:71]=[CH:72][C:65]([S:62]([CH3:61])(=[O:63])=[O:64])=[CH:66][CH:67]=1)(=[O:54])=[O:55]. (4) Given the reactants [C:1]([O:7][CH3:8])(=[O:6])[CH2:2][C:3]([CH3:5])=[O:4].[CH3:9][CH2:10][CH2:11]C(=O)CCC.[H-].[Na+].[CH2:19]([Li])[CH2:20][CH2:21]C, predict the reaction product. The product is: [CH2:9]([C:8]1([CH2:19][CH2:20][CH3:21])[O:7][C:1](=[O:6])[CH2:2][C:3](=[O:4])[CH2:5]1)[CH2:10][CH3:11]. (5) Given the reactants C(O[C:4]([C:6]1[N:7](C)[C:8]2[C:13]([C:14]=1[CH3:15])=[CH:12][C:11]([C:16]([F:19])([F:18])[F:17])=[CH:10][CH:9]=2)=[O:5])C.C[O:22][C:23](=[O:42])[CH2:24][CH2:25][C:26]1[CH:31]=[CH:30][C:29]([O:32][C:33]2[CH:38]=[CH:37][CH:36]=[C:35]([CH2:39][NH2:40])[CH:34]=2)=[CH:28][C:27]=1[CH3:41], predict the reaction product. The product is: [CH3:41][C:27]1[CH:28]=[C:29]([O:32][C:33]2[CH:38]=[CH:37][CH:36]=[C:35]([CH2:39][NH:40][C:4]([C:6]3[NH:7][C:8]4[C:13]([C:14]=3[CH3:15])=[CH:12][C:11]([C:16]([F:17])([F:18])[F:19])=[CH:10][CH:9]=4)=[O:5])[CH:34]=2)[CH:30]=[CH:31][C:26]=1[CH2:25][CH2:24][C:23]([OH:42])=[O:22]. (6) Given the reactants [NH2:1][C:2]([CH3:22])([CH2:11][O:12][C:13]1[CH:18]=[CH:17][C:16]([O:19][CH2:20][CH3:21])=[CH:15][CH:14]=1)[C:3]([N:5]1[CH2:10][CH2:9][O:8][CH2:7][CH2:6]1)=[O:4].C1N2CCN(CC2)C1.[C:31]1([CH2:37][S:38](Cl)(=[O:40])=[O:39])[CH:36]=[CH:35][CH:34]=[CH:33][CH:32]=1, predict the reaction product. The product is: [CH2:20]([O:19][C:16]1[CH:17]=[CH:18][C:13]([O:12][CH2:11][C:2]([CH3:22])([NH:1][S:38]([CH2:37][C:31]2[CH:36]=[CH:35][CH:34]=[CH:33][CH:32]=2)(=[O:40])=[O:39])[C:3]([N:5]2[CH2:10][CH2:9][O:8][CH2:7][CH2:6]2)=[O:4])=[CH:14][CH:15]=1)[CH3:21]. (7) The product is: [C:1]([C:3]1[CH:4]=[C:5]([C:16]2[CH:21]=[CH:20][N:19]=[C:18]3[NH:22][C:23]([C:25]4[CH2:26][N:27]([C:30]([O:32][C:33]([CH3:36])([CH3:35])[CH3:34])=[O:31])[CH2:28][CH:29]=4)=[CH:24][C:17]=23)[CH:6]=[CH:7][C:8]=1[O:9][CH:10]1[CH2:11][CH2:12][O:13][CH2:14][CH2:15]1)#[N:2]. Given the reactants [C:1]([C:3]1[CH:4]=[C:5]([C:16]2[CH:21]=[CH:20][N:19]=[C:18]3[N:22](S(C)(=O)=O)[C:23]([C:25]4[CH2:26][N:27]([C:30]([O:32][C:33]([CH3:36])([CH3:35])[CH3:34])=[O:31])[CH2:28][CH:29]=4)=[CH:24][C:17]=23)[CH:6]=[CH:7][C:8]=1[O:9][CH:10]1[CH2:15][CH2:14][O:13][CH2:12][CH2:11]1)#[N:2].C(=O)([O-])[O-].[Cs+].[Cs+].O, predict the reaction product.